This data is from Retrosynthesis with 50K atom-mapped reactions and 10 reaction types from USPTO. The task is: Predict the reactants needed to synthesize the given product. (1) Given the product CC1(C)OCC(=O)N[C@](C)(c2cc(C3CCOCC3)ccc2F)C1(F)F, predict the reactants needed to synthesize it. The reactants are: CC1(C)OCC(=O)N[C@](C)(c2cc(C3=CCOCC3)ccc2F)C1(F)F. (2) Given the product CNC(=O)Nc1nc(CC(=O)Nc2nnc(C(C)(C)C)s2)cs1, predict the reactants needed to synthesize it. The reactants are: CC(C)(C)c1nnc(NC(=O)Cc2csc(N)n2)s1.CN=C=O. (3) Given the product CC(=O)OCC(=O)c1ccc(Cl)c(Cl)c1, predict the reactants needed to synthesize it. The reactants are: CC(=O)O.O=C(CCl)c1ccc(Cl)c(Cl)c1. (4) Given the product C[C@@]12CCC(CC1=O)C2, predict the reactants needed to synthesize it. The reactants are: C[C@@]12CCC(CC1O)C2. (5) Given the product COc1ccc(C(OC[C@H]2O[C@@H](n3ccc(=O)[nH]c3=O)[C@H](O)[C@@H]2OC(=O)Nc2ccccc2)(c2ccccc2)c2ccc(OC)cc2)cc1, predict the reactants needed to synthesize it. The reactants are: COc1ccc(C(OC[C@H]2O[C@@H](n3ccc(=O)[nH]c3=O)[C@H](OC(=O)Nc3ccccc3)[C@@H]2O)(c2ccccc2)c2ccc(OC)cc2)cc1.